This data is from Reaction yield outcomes from USPTO patents with 853,638 reactions. The task is: Predict the reaction yield, written as a fraction of the theoretical maximum amount of product (1.0 means a 100% yield; for example, 0.34 means a 34% yield). (1) The reactants are [I:1][C:2]1[CH:3]=[C:4]2[C:8](=[CH:9][CH:10]=1)[NH:7][N:6]=[C:5]2[C:11]([N:13]([O:15][CH3:16])[CH3:14])=[O:12].[O:17]1[CH:22]=[CH:21][CH2:20][CH2:19][CH2:18]1.CC1C=CC(S([O-])(=O)=O)=CC=1.C1C=C[NH+]=CC=1.C([O-])(O)=O.[Na+]. The catalyst is C(Cl)Cl. The product is [I:1][C:2]1[CH:3]=[C:4]2[C:8](=[CH:9][CH:10]=1)[N:7]([CH:18]1[CH2:19][CH2:20][CH2:21][CH2:22][O:17]1)[N:6]=[C:5]2[C:11]([N:13]([O:15][CH3:16])[CH3:14])=[O:12]. The yield is 0.920. (2) The reactants are [OH-].[Li+].[CH3:3][C:4]1[O:5][C:6]([C:32]2[CH:37]=[CH:36][CH:35]=[CH:34][CH:33]=2)=[CH:7][C:8]=1[C:9]([NH:11][CH2:12][CH2:13][C:14]1[CH:31]=[CH:30][C:17]([O:18][CH2:19][C:20]2[CH:29]=[CH:28][CH:27]=[CH:26][C:21]=2[C:22]([O:24]C)=[O:23])=[CH:16][CH:15]=1)=[O:10]. The catalyst is O.C1COCC1. The product is [CH3:3][C:4]1[O:5][C:6]([C:32]2[CH:37]=[CH:36][CH:35]=[CH:34][CH:33]=2)=[CH:7][C:8]=1[C:9]([NH:11][CH2:12][CH2:13][C:14]1[CH:31]=[CH:30][C:17]([O:18][CH2:19][C:20]2[CH:29]=[CH:28][CH:27]=[CH:26][C:21]=2[C:22]([OH:24])=[O:23])=[CH:16][CH:15]=1)=[O:10]. The yield is 0.710. (3) The reactants are [CH2:1]([C:5]1[CH:12]=[CH:11][C:8]([C:9]#[N:10])=[CH:7][CH:6]=1)[CH2:2][C:3]#[CH:4].C(N(CC)CC)C.Br[C:21]1[CH:26]=[CH:25][CH:24]=[CH:23][N:22]=1.O. The catalyst is C1COCC1.[Pd].[Cu]I.C(OCC)(=O)C. The product is [N:22]1[CH:23]=[CH:24][CH:25]=[CH:26][C:21]=1[C:4]#[C:3][CH2:2][CH2:1][C:5]1[CH:6]=[CH:7][C:8]([C:9]#[N:10])=[CH:11][CH:12]=1. The yield is 0.796. (4) The catalyst is C(O)C. The product is [Cl:1][C:2]1[CH:3]=[C:4]([CH2:9][N:10]2[CH:14]=[C:13]([C:15]([OH:17])=[O:16])[N:12]=[N:11]2)[CH:5]=[CH:6][C:7]=1[Cl:8]. The yield is 0.920. The reactants are [Cl:1][C:2]1[CH:3]=[C:4]([CH2:9][N:10]2[CH:14]=[C:13]([C:15]([O:17]CC)=[O:16])[N:12]=[N:11]2)[CH:5]=[CH:6][C:7]=1[Cl:8].[OH-].[Na+]. (5) The reactants are [F:1][C:2]1[CH:7]=[CH:6][C:5]([C:8]([F:11])([F:10])[F:9])=[CH:4][CH:3]=1.CC(O)C.C(=O)=O.C([Li])CCC.[C:24]([O:28][C:29]([N:31]1[CH2:36][CH2:35][CH:34]([C:37](=[O:42])N(OC)C)[CH2:33][CH2:32]1)=[O:30])([CH3:27])([CH3:26])[CH3:25]. The catalyst is C1COCC1.CCCCCC. The product is [C:24]([O:28][C:29]([N:31]1[CH2:36][CH2:35][CH:34]([C:37](=[O:42])[C:7]2[CH:6]=[C:5]([C:8]([F:9])([F:10])[F:11])[CH:4]=[CH:3][C:2]=2[F:1])[CH2:33][CH2:32]1)=[O:30])([CH3:27])([CH3:26])[CH3:25]. The yield is 0.480. (6) The reactants are [Si:1]([O:8][CH:9]1[CH2:12][N:11](C(OCC2C=CC=CC=2)=O)[CH2:10]1)([C:4]([CH3:7])([CH3:6])[CH3:5])([CH3:3])[CH3:2]. The catalyst is C(O)C.[C].[Pd]. The product is [Si:1]([O:8][CH:9]1[CH2:12][NH:11][CH2:10]1)([C:4]([CH3:7])([CH3:6])[CH3:5])([CH3:3])[CH3:2]. The yield is 0.900. (7) The reactants are Cl.C([NH:6][S:7]([C:10]1[C:11]([C:16]2[CH:21]=[CH:20][C:19]([NH:22][CH2:23][C:24]3[CH:25]=[N:26][C:27]([CH3:33])=[C:28]([OH:32])[C:29]=3[CH2:30][OH:31])=[CH:18][CH:17]=2)=[CH:12][CH:13]=[CH:14][CH:15]=1)(=[O:9])=[O:8])(C)(C)C. The catalyst is CO. The product is [OH:32][C:28]1[C:29]([CH2:30][OH:31])=[C:24]([CH2:23][NH:22][C:19]2[CH:18]=[CH:17][C:16]([C:11]3[C:10]([S:7]([NH2:6])(=[O:9])=[O:8])=[CH:15][CH:14]=[CH:13][CH:12]=3)=[CH:21][CH:20]=2)[CH:25]=[N:26][C:27]=1[CH3:33]. The yield is 0.250.